From a dataset of Reaction yield outcomes from USPTO patents with 853,638 reactions. Predict the reaction yield, written as a fraction of the theoretical maximum amount of product (1.0 means a 100% yield; for example, 0.34 means a 34% yield). (1) The reactants are [Cl:1][C:2]1[C:3]2[C:10](I)=[CH:9][N:8]([CH3:12])[C:4]=2[N:5]=[CH:6][N:7]=1.B(O)(O)[C:14]1[CH:23]=[CH:22][C:21]2[C:16](=[CH:17][CH:18]=[CH:19][CH:20]=2)[CH:15]=1.C([O-])([O-])=O.[Na+].[Na+]. The catalyst is C1COCC1.C1C=CC(P(C2C=CC=CC=2)[C-]2C=CC=C2)=CC=1.C1C=CC(P(C2C=CC=CC=2)[C-]2C=CC=C2)=CC=1.Cl[Pd]Cl.[Fe+2]. The product is [Cl:1][C:2]1[C:3]2[C:10]([C:14]3[CH:23]=[CH:22][C:21]4[C:16](=[CH:17][CH:18]=[CH:19][CH:20]=4)[CH:15]=3)=[CH:9][N:8]([CH3:12])[C:4]=2[N:5]=[CH:6][N:7]=1. The yield is 0.260. (2) The reactants are [Cl:1][C:2]1[CH:3]=[CH:4][C:5]([O:28][CH2:29][CH:30]([CH3:32])[CH3:31])=[C:6]([CH2:8][N:9]2[C:13]([CH3:14])=[CH:12][C:11]([C:15]([NH:17][C:18]3[CH:23]=[CH:22][C:21]([CH:24]=O)=[C:20]([O:26][CH3:27])[CH:19]=3)=[O:16])=[N:10]2)[CH:7]=1.[NH:33]1[CH2:37][CH2:36][CH2:35][CH2:34]1.C(O[BH-](OC(=O)C)OC(=O)C)(=O)C.[Na+].C(OCC)(=O)C. The catalyst is O1CCCC1.[Cl-].[Na+].O. The product is [ClH:1].[Cl:1][C:2]1[CH:3]=[CH:4][C:5]([O:28][CH2:29][CH:30]([CH3:32])[CH3:31])=[C:6]([CH2:8][N:9]2[C:13]([CH3:14])=[CH:12][C:11]([C:15]([NH:17][C:18]3[CH:23]=[CH:22][C:21]([CH2:24][N:33]4[CH2:37][CH2:36][CH2:35][CH2:34]4)=[C:20]([O:26][CH3:27])[CH:19]=3)=[O:16])=[N:10]2)[CH:7]=1. The yield is 0.460. (3) The reactants are [CH2:1]([O:4][C:5](=[O:16])[C:6]1[CH:11]=[CH:10][C:9](F)=[C:8]([N+:13]([O-:15])=[O:14])[CH:7]=1)[CH:2]=[CH2:3].[C:17]([O:21][C:22]([N:24]1[CH2:29][CH2:28][CH:27]([NH2:30])[CH2:26][CH2:25]1)=[O:23])([CH3:20])([CH3:19])[CH3:18].C(N(C(C)C)C(C)C)C.O. The catalyst is CN(C=O)C. The product is [C:17]([O:21][C:22]([N:24]1[CH2:29][CH2:28][CH:27]([NH:30][C:9]2[CH:10]=[CH:11][C:6]([C:5]([O:4][CH2:1][CH:2]=[CH2:3])=[O:16])=[CH:7][C:8]=2[N+:13]([O-:15])=[O:14])[CH2:26][CH2:25]1)=[O:23])([CH3:20])([CH3:18])[CH3:19]. The yield is 0.850. (4) The reactants are Cl[C:2]1[N:7]=[CH:6][C:5]2[CH:8]=[CH:9][N:10]([CH:11]3[CH2:13][CH2:12]3)[C:4]=2[CH:3]=1.[CH2:14]=[C:15]([C:17]1[CH:25]=[CH:24][C:20]([C:21]([NH2:23])=[O:22])=[CH:19][CH:18]=1)[CH3:16].C(P(C(C)(C)C)C1C(C)=C(C)C(C)=C(C)C=1C1C(C(C)C)=CC(C(C)C)=CC=1C(C)C)(C)(C)C.[O-]P([O-])([O-])=O.[K+].[K+].[K+]. The catalyst is C([O-])(=O)C.[Pd+2].C([O-])(=O)C.C(O)(C)(C)C.O1CCOCC1. The product is [CH:11]1([N:10]2[C:4]3[CH:3]=[C:2]([NH:23][C:21](=[O:22])[C:20]4[CH:24]=[CH:25][C:17]([C:15]([CH3:16])=[CH2:14])=[CH:18][CH:19]=4)[N:7]=[CH:6][C:5]=3[CH:8]=[CH:9]2)[CH2:13][CH2:12]1. The yield is 0.410. (5) The reactants are [F:1][C:2]1[CH:7]=[CH:6][CH:5]=[CH:4][C:3]=1[CH2:8][C:9]([O:11][C@H:12]([C:14]1[CH:19]=[CH:18][CH:17]=[CH:16][CH:15]=1)[CH3:13])=[O:10].[CH2:20]1[CH2:30][CH2:29][N:28]2C(=NC[CH2:26][CH2:27]2)CC1.C(Br)(Br)(Br)Br.N1CCCCC1. The catalyst is C1COCC1.C(OCC)C.C1(C)C=CC=CC=1. The product is [F:1][C:2]1[CH:7]=[CH:6][CH:5]=[CH:4][C:3]=1[C@@H:8]([N:28]1[CH2:27][CH2:26][CH2:20][CH2:30][CH2:29]1)[C:9]([O:11][C@H:12]([C:14]1[CH:15]=[CH:16][CH:17]=[CH:18][CH:19]=1)[CH3:13])=[O:10]. The yield is 0.110. (6) The reactants are [N+:1]([C:4]1[CH:22]=[CH:21][C:7]([C:8]([NH:10][NH:11][C:12](=[O:20])[CH2:13][CH2:14][CH2:15][C:16]([O:18][CH3:19])=[O:17])=O)=[CH:6][CH:5]=1)([O-:3])=[O:2].P(Cl)(Cl)(Cl)=O.C(=O)(O)[O-].[Na+]. The catalyst is C(#N)C. The product is [N+:1]([C:4]1[CH:22]=[CH:21][C:7]([C:8]2[O:20][C:12]([CH2:13][CH2:14][CH2:15][C:16]([O:18][CH3:19])=[O:17])=[N:11][N:10]=2)=[CH:6][CH:5]=1)([O-:3])=[O:2]. The yield is 0.510. (7) The reactants are O[CH2:2][C@H:3]([NH:5][C:6](=[O:12])[O:7][C:8]([CH3:11])([CH3:10])[CH3:9])[CH3:4].C(Br)(Br)(Br)[Br:14].C1(P(C2C=CC=CC=2)C2C=CC=CC=2)C=CC=CC=1.C1C=C2C(C(O)(O)C(=O)C2=CC=1)=O. No catalyst specified. The product is [Br:14][CH2:2][C@H:3]([NH:5][C:6](=[O:12])[O:7][C:8]([CH3:11])([CH3:10])[CH3:9])[CH3:4]. The yield is 0.493. (8) The reactants are [C:1]([O:8][CH3:9])(=[O:7])/[CH:2]=[CH:3]/[C:4]([OH:6])=[O:5].[CH:10]1([C:16]([O:18][CH2:19][CH2:20][CH2:21][CH2:22]Cl)=[O:17])[CH2:15][CH2:14][CH2:13][CH2:12][CH2:11]1. The product is [C:4]([O:6][CH2:22][CH2:21][CH2:20][CH2:19][O:18][C:16]([CH:10]1[CH2:15][CH2:14][CH2:13][CH2:12][CH2:11]1)=[O:17])(=[O:5])/[CH:3]=[CH:2]/[C:1]([O:8][CH3:9])=[O:7]. The yield is 0.500. No catalyst specified. (9) The reactants are [F:1][C:2]1([F:14])[CH2:7][CH2:6][CH:5]([CH:8]=[CH:9][C:10]([O:12][CH3:13])=[O:11])[CH2:4][CH2:3]1.[N+:15]([CH3:18])([O-:17])=[O:16].N12CCCN=C1CCCCC2. No catalyst specified. The product is [F:1][C:2]1([F:14])[CH2:3][CH2:4][CH:5]([CH:8]([CH2:18][N+:15]([O-:17])=[O:16])[CH2:9][C:10]([O:12][CH3:13])=[O:11])[CH2:6][CH2:7]1. The yield is 0.680.